Dataset: Full USPTO retrosynthesis dataset with 1.9M reactions from patents (1976-2016). Task: Predict the reactants needed to synthesize the given product. (1) Given the product [C:1]([O:5][C:6]([CH2:8][C:9]1[CH:39]=[CH:38][C:12]([O:13][CH:14]([C:25]2[CH:30]=[CH:29][C:28]([O:31][CH:32]([CH3:34])[CH3:33])=[C:27]([O:35][CH2:36][CH3:37])[CH:26]=2)[C:15]([OH:17])=[O:16])=[CH:11][CH:10]=1)=[O:7])([CH3:4])([CH3:3])[CH3:2], predict the reactants needed to synthesize it. The reactants are: [C:1]([O:5][C:6]([CH2:8][C:9]1[CH:39]=[CH:38][C:12]([O:13][CH:14]([C:25]2[CH:30]=[CH:29][C:28]([O:31][CH:32]([CH3:34])[CH3:33])=[C:27]([O:35][CH2:36][CH3:37])[CH:26]=2)[C:15]([O:17]CC2C=CC=CC=2)=[O:16])=[CH:11][CH:10]=1)=[O:7])([CH3:4])([CH3:3])[CH3:2]. (2) Given the product [CH2:1]([O:9][C:10]1[C:19]([C:20]([O:22][CH3:23])=[O:21])=[CH:18][CH:17]=[CH:16][C:11]=1[C:12]([O:14][CH3:15])=[O:13])[C:2]1[CH:7]=[CH:6][CH:5]=[CH:4][CH:3]=1, predict the reactants needed to synthesize it. The reactants are: [CH2:1](Br)[C:2]1[CH:7]=[CH:6][CH:5]=[CH:4][CH:3]=1.[OH:9][C:10]1[C:19]([C:20]([O:22][CH3:23])=[O:21])=[CH:18][CH:17]=[CH:16][C:11]=1[C:12]([O:14][CH3:15])=[O:13].C([O-])([O-])=O.[K+].[K+]. (3) Given the product [C:55]([O:54][C:52]([NH:51][CH2:50][CH2:49][CH2:48][CH2:47][C@H:46]([NH:59][CH2:37][C:4]1[CH:3]=[C:2]([Cl:1])[C:17]([O:18][CH2:19][C:20]2[CH:25]=[CH:24][CH:23]=[C:22]([C:26]3[CH:35]=[CH:34][C:29]4[O:30][CH2:31][CH2:32][O:33][C:28]=4[CH:27]=3)[C:21]=2[CH3:36])=[CH:16][C:5]=1[O:6][CH2:7][C:8]1[CH:9]=[N:10][CH:11]=[C:12]([C:13]#[N:14])[CH:15]=1)[C:44]([O:43][C:40]([CH3:39])([CH3:41])[CH3:42])=[O:45])=[O:53])([CH3:58])([CH3:57])[CH3:56], predict the reactants needed to synthesize it. The reactants are: [Cl:1][C:2]1[C:17]([O:18][CH2:19][C:20]2[CH:25]=[CH:24][CH:23]=[C:22]([C:26]3[CH:35]=[CH:34][C:29]4[O:30][CH2:31][CH2:32][O:33][C:28]=4[CH:27]=3)[C:21]=2[CH3:36])=[CH:16][C:5]([O:6][CH2:7][C:8]2[CH:9]=[N:10][CH:11]=[C:12]([CH:15]=2)[C:13]#[N:14])=[C:4]([CH:37]=O)[CH:3]=1.[CH3:39][C:40]([O:43][C:44]([C@@H:46]([NH2:59])[CH2:47][CH2:48][CH2:49][CH2:50][NH:51][C:52]([O:54][C:55]([CH3:58])([CH3:57])[CH3:56])=[O:53])=[O:45])([CH3:42])[CH3:41].Cl. (4) Given the product [N:13]1[CH:14]=[CH:15][CH:16]=[C:11]([NH:10][C:7]2[N:6]=[CH:5][C:4]([NH2:1])=[CH:9][N:8]=2)[CH:12]=1, predict the reactants needed to synthesize it. The reactants are: [N+:1]([C:4]1[CH:5]=[N:6][C:7]([NH:10][C:11]2[CH:12]=[N:13][CH:14]=[CH:15][CH:16]=2)=[N:8][CH:9]=1)([O-])=O.